Dataset: Experimentally validated miRNA-target interactions with 360,000+ pairs, plus equal number of negative samples. Task: Binary Classification. Given a miRNA mature sequence and a target amino acid sequence, predict their likelihood of interaction. (1) The miRNA is hsa-miR-6733-3p with sequence UCAGUGUCUGGAUUUCCUAG. The protein sequence of the target gene is MRENYETLVSVGTSELLPLSAFLSPAEAGGATSGESHQDKGQKPHLEHSSQGEQPQQSLHLTALVQLVKEIPEFLFGEVKGTEDYSESGSTSLDGEQTSPEVAVVVEACPPRGLLNSLPESPASHPSLATTPTGSSTSGGPPGDWAHGSPLPAIGTDDKPLSIEKEGVGASRETSIHSTQSLGQSKSYLRQERGSMGTGTLPENSPLQGLINCLKEILVPRPQHRGTAPDLPPSLPGLSVLKQTRAEVEAGSLPCPVKTEAASGDCPLQGLLNCLKEIPKAPDRRPSPSGASDLQLQEDP.... Result: 0 (no interaction). (2) The miRNA is cel-miR-78 with sequence UGGAGGCCUGGUUGUUUGUGC. The protein sequence of the target gene is MSQDSVTFADVAVNFTKEEWTLLDPAQRNLYRDVMLENSRNLAFIDWATPCKTKDATPQPDILPKRTFPEANRVCLTSISSQHSTLREDWRCPKTEEPHRQGVNNVKPPAVAPEKDESPVSICEDHEMRNHSKPTCRLVPSQGDSIRQCILTRDSSIFKYNPVLNDSQKTHENNEDDGVLGWNIQWVPCGRKTELKSSTWTGSQNTVHHIRDEIDTGANRHQRNPFGKAFREDGSLRAHNTHGREKMYDFTQCENTSRNNSIHAMQMQLYTAETNKKDCQTGATSANAPNSGSHKSHCTG.... Result: 0 (no interaction). (3) The miRNA is mmu-miR-30b-5p with sequence UGUAAACAUCCUACACUCAGCU. The protein sequence of the target gene is MAARSWQDELAQQAEEGSARLRELLSVGLGFLRTELGLDLGLEPKRYPGWVILVGTGALGLLLLFLLGYGWAAACAGARKKRRSPPRKREEAAPPTPAPDDLAQLKNLRSEEQKKKNRKKLPEKPKPNGRTVEVPEDEVVRNPRSITAKQAPETDKKNEKSKKNKKKSKSDAKAVQNSSRHDGKEVDEGAWETKISHREKRQQRKRDKVLTDSGSLDSTIPGIENIITVTTEQLTTASFPVGSKKNKGDSHLNVQVSNFKSGKGDSTLQVSSRLNENLTVNGGGWSEKSVKLSSQLSEEK.... Result: 1 (interaction). (4) The protein sequence of the target gene is MLLLLLLLLVAAAQAVALAPRRFTPDWQSLDSRPLPSWFDEAKFGVFVHWGVFSVPAWGSEWFWWHWQGDRMPAYQRFMTENYPPGFSYADFAPQFTARFFHPDQWAELFQAAGAKYVVLTTKHHEGFTNWPSPVSWNWNSKDVGPHRDLVGELGAAVRKRNIRYGLYHSLLEWFHPLYLLDKKNGFKTQHFVRAKTMPELYDLVNSYKPDLIWSDGEWECPDTYWNSTSFLAWLYNDSPVKDEVIVNDRWGQNCSCHHGGYYNCQDKYKPQSLPDHKWEMCTSMDRASWGYRKDMTMST.... The miRNA is mmu-miR-3963 with sequence UGUAUCCCACUUCUGACAC. Result: 0 (no interaction). (5) The miRNA is hsa-miR-25-5p with sequence AGGCGGAGACUUGGGCAAUUG. The protein sequence of the target gene is MPLNVSFTNRNYDLDYDSVQPYFYCDEEENFYQQQQQSELQPPAPSEDIWKKFELLPTPPLSPSRRSGLCSPSYVAVTPFSLRGDNDGGGGSFSTADQLEMVTELLGGDMVNQSFICDPDDETFIKNIIIQDCMWSGFSAAAKLVSEKLASYQAARKDSGSPNPARGHSVCSTSSLYLQDLSAAASECIDPSVVFPYPLNDSSSPKSCASQDSSAFSPSSDSLLSSTESSPQGSPEPLVLHEETPPTTSSDSEEEQEDEEEIDVVSVEKRQAPGKRSESGSPSAGGHSKPPHSPLVLKRC.... Result: 1 (interaction). (6) The protein sequence of the target gene is MADGPRCKRRKQANPRRNNVTNYNNVIEANSDSDDEDKLHIVEEESITDAADCDASVPEDDLPTDHTVLPENSEREGSTNSCWEDEGKETKEILGPEAQSDEVGCTVKEDECDSDAENEQNHDPNVEEFLQQEDTAVIYPEAPEEDQRQGTPEASGQDENGTPDAFSQLLTCPYCDRGYKRFTSLKEHIKYRHEKNEDNFSCSLCSYTFAYRTQLDRHMTSHKSGRDQRHVTQSSGNRKFKCTECGKAFKYKHHLKEHLRIHSGEKPYECPNCKKRFSHSGSYSSHISSKKCIGLMPVKG.... The miRNA is hsa-miR-6834-5p with sequence GUGAGGGACUGGGAUUUGUGG. Result: 0 (no interaction). (7) The miRNA is hsa-miR-489-5p with sequence GGUCGUAUGUGUGACGCCAUUU. The protein sequence of the target gene is MSNVRVSNGSPSLERMDARQAEHPKPSACRNLFGPVNHEELTRDLEKHCRDMEEASQRKWNFDFQNHKPLEGRYEWQEVERGSLPEFYYRPPRPPKSACKVLAQESQDVSGSRQAVPLIGSQANSEDRHLVDQMPDSSDNPAGLAEQCPGMRKRPAAEDSSSQNKRANRTEENVSDGSPNAGTVEQTPKKPGLRRQT. Result: 0 (no interaction).